From a dataset of Catalyst prediction with 721,799 reactions and 888 catalyst types from USPTO. Predict which catalyst facilitates the given reaction. (1) Reactant: C(=O)([O-])[O-].[Cs+].[Cs+].[Br:7][C:8]1[CH:9]=[CH:10][C:11]2[O:15][C:14](=[O:16])[NH:13][C:12]=2[CH:17]=1.[CH2:18](I)[CH3:19]. Product: [CH3:9][CH2:10][CH2:11][CH:12]([CH3:17])[CH3:18].[Br:7][C:8]1[CH:9]=[CH:10][C:11]2[O:15][C:14](=[O:16])[N:13]([CH2:18][CH3:19])[C:12]=2[CH:17]=1. The catalyst class is: 3. (2) Reactant: F[C:2]1[CH:7]=[CH:6][CH:5]=[C:4]([F:8])[N:3]=1.[CH3:9][O:10][C:11]1[CH:16]=[CH:15][C:14]([CH2:17][NH:18][CH3:19])=[CH:13][CH:12]=1. Product: [CH3:9][O:10][C:11]1[CH:16]=[CH:15][C:14]([CH2:17][N:18]([CH3:19])[C:2]2[CH:7]=[CH:6][CH:5]=[C:4]([F:8])[N:3]=2)=[CH:13][CH:12]=1. The catalyst class is: 6.